From a dataset of Reaction yield outcomes from USPTO patents with 853,638 reactions. Predict the reaction yield, written as a fraction of the theoretical maximum amount of product (1.0 means a 100% yield; for example, 0.34 means a 34% yield). (1) The reactants are [NH2:1][C:2]1[C:9]([NH2:10])=[C:8]([N+:11]([O-:13])=[O:12])[CH:7]=[CH:6][C:3]=1[C:4]#[N:5].[CH:14]([CH:16]=O)=O.O.[OH-].[NH4+]. The catalyst is C(O)(=O)C. The product is [N+:11]([C:8]1[C:9]2[N:10]=[CH:16][CH:14]=[N:1][C:2]=2[C:3]([C:4]#[N:5])=[CH:6][CH:7]=1)([O-:13])=[O:12]. The yield is 0.700. (2) The reactants are Br[C:2]1[S:6][C:5]([NH:7][C:8]([NH:10][C:11]2[CH:16]=[CH:15][C:14]([CH3:17])=[CH:13][C:12]=2[C:18]([CH:20]2[CH2:24][CH2:23][CH2:22][CH2:21]2)=[O:19])=[O:9])=[N:4][CH:3]=1.[OH:25][CH2:26][CH2:27][SH:28]. No catalyst specified. The product is [CH:20]1([C:18]([C:12]2[CH:13]=[C:14]([CH3:17])[CH:15]=[CH:16][C:11]=2[NH:10][C:8]([NH:7][C:5]2[S:6][C:2]([S:28][CH2:27][CH2:26][OH:25])=[CH:3][N:4]=2)=[O:9])=[O:19])[CH2:24][CH2:23][CH2:22][CH2:21]1. The yield is 0.280. (3) The reactants are [C:1]([O:5][C:6](=[O:29])[N:7]([CH2:9][C@H:10]1[CH2:15][CH2:14][C@H:13]([O:16][CH2:17][CH2:18][CH2:19][CH2:20][O:21]CC2C=CC=CC=2)[CH2:12][CH2:11]1)[CH3:8])([CH3:4])([CH3:3])[CH3:2]. The catalyst is CO.[Pd]. The product is [C:1]([O:5][C:6](=[O:29])[N:7]([CH2:9][C@H:10]1[CH2:11][CH2:12][C@H:13]([O:16][CH2:17][CH2:18][CH2:19][CH2:20][OH:21])[CH2:14][CH2:15]1)[CH3:8])([CH3:2])([CH3:4])[CH3:3]. The yield is 0.956.